Dataset: Forward reaction prediction with 1.9M reactions from USPTO patents (1976-2016). Task: Predict the product of the given reaction. (1) The product is: [CH2:1]([N:3]([CH2:57][CH3:58])[C:4]1[CH:9]=[CH:8][C:7]([NH:10][C:11](=[O:12])[C:13]2[CH:18]=[CH:17][CH:16]=[C:15]([CH2:19][CH2:20][CH2:21][O:22][CH2:23][CH2:24][O:25][CH2:26][CH2:27][O:28][CH2:29][CH2:30][O:31][CH2:32][CH2:33][C:34]([N:62]3[CH2:61][CH2:60][N:59]([C:65]4[CH:66]=[CH:67][C:68]([OH:71])=[CH:69][CH:70]=4)[CH2:64][CH2:63]3)=[O:36])[CH:14]=2)=[C:6]([C:37]2[CH:42]=[C:41]([CH:40]=[CH:39][N:38]=2)[C:43]([NH:44][CH2:45][C:46]2[CH:51]=[CH:50][CH:49]=[C:48]([C:52]([F:54])([F:53])[F:55])[CH:47]=2)=[O:56])[CH:5]=1)[CH3:2]. Given the reactants [CH2:1]([N:3]([CH2:57][CH3:58])[C:4]1[CH:9]=[CH:8][C:7]([NH:10][C:11]([C:13]2[CH:14]=[C:15]([CH2:19][CH2:20][CH2:21][O:22][CH2:23][CH2:24][O:25][CH2:26][CH2:27][O:28][CH2:29][CH2:30][O:31][CH2:32][CH2:33][C:34]([OH:36])=O)[CH:16]=[CH:17][CH:18]=2)=[O:12])=[C:6]([C:37]2[CH:42]=[C:41]([C:43](=[O:56])[NH:44][CH2:45][C:46]3[CH:51]=[CH:50][CH:49]=[C:48]([C:52]([F:55])([F:54])[F:53])[CH:47]=3)[CH:40]=[CH:39][N:38]=2)[CH:5]=1)[CH3:2].[N:59]1([C:65]2[CH:70]=[CH:69][C:68]([OH:71])=[CH:67][CH:66]=2)[CH2:64][CH2:63][NH:62][CH2:61][CH2:60]1.CCN(C(C)C)C(C)C.CN(C(ON1N=NC2C=CC=NC1=2)=[N+](C)C)C.F[P-](F)(F)(F)(F)F, predict the reaction product. (2) Given the reactants [Br:1]CCOCCC1C=CC=CC=1.[Cl:13][C:14]1[CH:15]=[C:16]([CH:22]=[CH:23][C:24]=1[Cl:25])[CH2:17][O:18][CH2:19][CH2:20]O.C(OCCO)CC1C=CC=CC=1, predict the reaction product. The product is: [Br:1][CH2:20][CH2:19][O:18][CH2:17][C:16]1[CH:22]=[CH:23][C:24]([Cl:25])=[C:14]([Cl:13])[CH:15]=1.